This data is from Full USPTO retrosynthesis dataset with 1.9M reactions from patents (1976-2016). The task is: Predict the reactants needed to synthesize the given product. Given the product [F:12][C:13]1[CH:18]=[CH:17][C:16]([C:19]2[CH:23]=[C:22]([CH2:24][N:25]3[C:37]4[C:36]5[N:35]=[CH:34][CH:33]=[CH:32][C:31]=5[N+:30]([O-:6])=[CH:29][C:28]=4[N:27]=[CH:26]3)[O:21][N:20]=2)=[CH:15][CH:14]=1, predict the reactants needed to synthesize it. The reactants are: ClC1C=C(C=CC=1)C(OO)=[O:6].[F:12][C:13]1[CH:18]=[CH:17][C:16]([C:19]2[CH:23]=[C:22]([CH2:24][N:25]3[C:37]4[C:36]5[N:35]=[CH:34][CH:33]=[CH:32][C:31]=5[N:30]=[CH:29][C:28]=4[N:27]=[CH:26]3)[O:21][N:20]=2)=[CH:15][CH:14]=1.[OH-].[NH4+].C1(C)C=CC(S(Cl)(=O)=O)=CC=1.